Dataset: Reaction yield outcomes from USPTO patents with 853,638 reactions. Task: Predict the reaction yield, written as a fraction of the theoretical maximum amount of product (1.0 means a 100% yield; for example, 0.34 means a 34% yield). (1) The reactants are [CH3:1][O:2][C:3]1[CH:12]=[C:11]([O:13][CH3:14])[CH:10]=[C:9]2[C:4]=1[C:5](=[O:27])[NH:6][C:7]([C:15]1[CH:20]=[CH:19][C:18]([N:21]3[CH2:26][CH2:25][NH:24][CH2:23][CH2:22]3)=[CH:17][CH:16]=1)=[N:8]2.[Cl:28][C:29]1[N:33]([CH3:34])[N:32]=[CH:31][C:30]=1[C:35](Cl)=[O:36].CCN(CC)CC. The catalyst is C(Cl)Cl. The product is [Cl:28][C:29]1[N:33]([CH3:34])[N:32]=[CH:31][C:30]=1[C:35]([N:24]1[CH2:23][CH2:22][N:21]([C:18]2[CH:19]=[CH:20][C:15]([C:7]3[NH:6][C:5](=[O:27])[C:4]4[C:9](=[CH:10][C:11]([O:13][CH3:14])=[CH:12][C:3]=4[O:2][CH3:1])[N:8]=3)=[CH:16][CH:17]=2)[CH2:26][CH2:25]1)=[O:36]. The yield is 0.760. (2) The reactants are Cl[C:2]1[N:7]=[CH:6][N:5]=[C:4]([NH:8][C:9]2[CH:14]=[CH:13][C:12]([O:15][CH3:16])=[CH:11][CH:10]=2)[CH:3]=1.[CH:17]1([NH2:22])[CH2:21][CH2:20][CH2:19][CH2:18]1.CCN(C(C)C)C(C)C. The catalyst is Cl.CCCCO. The product is [CH:17]1([NH:22][C:2]2[CH:3]=[C:4]([NH:8][C:9]3[CH:14]=[CH:13][C:12]([O:15][CH3:16])=[CH:11][CH:10]=3)[N:5]=[CH:6][N:7]=2)[CH2:21][CH2:20][CH2:19][CH2:18]1. The yield is 0.830. (3) The reactants are [OH:1][C:2]1[CH:7]=[C:6]([CH3:8])[C:5]([NH:9][CH:10]=[O:11])=[C:4]([CH3:12])[C:3]=1[CH3:13].[CH2:14](Cl)[CH:15]=[CH:16][C:17]1[CH:22]=[CH:21][CH:20]=[CH:19][CH:18]=1. The catalyst is C(OCC)(=O)C.CCCCCC. The product is [CH3:12][C:4]1[C:3]([CH3:13])=[C:2]([O:1][CH2:14]/[CH:15]=[CH:16]/[C:17]2[CH:22]=[CH:21][CH:20]=[CH:19][CH:18]=2)[CH:7]=[C:6]([CH3:8])[C:5]=1[NH:9][CH:10]=[O:11]. The yield is 0.440. (4) The reactants are F[P-](F)(F)(F)(F)F.N1(OC(N(C)C)=[N+](C)C)C2N=CC=CC=2N=N1.C(OC([NH:32][C:33]1([C:48]([OH:50])=O)[CH2:38][CH2:37][N:36]([C:39]2[C:40]3[CH:47]=[CH:46][NH:45][C:41]=3[N:42]=[CH:43][N:44]=2)[CH2:35][CH2:34]1)=O)(C)(C)C.[Cl:51][C:52]1[CH:57]=[CH:56][C:55]([C@H:58]([NH2:60])[CH3:59])=[CH:54][CH:53]=1.CCN(C(C)C)C(C)C. The catalyst is CC(N(C)C)=O. The product is [NH2:32][C:33]1([C:48]([NH:60][C@@H:58]([C:55]2[CH:56]=[CH:57][C:52]([Cl:51])=[CH:53][CH:54]=2)[CH3:59])=[O:50])[CH2:34][CH2:35][N:36]([C:39]2[C:40]3[CH:47]=[CH:46][NH:45][C:41]=3[N:42]=[CH:43][N:44]=2)[CH2:37][CH2:38]1. The yield is 0.529. (5) The reactants are [C:1]1([O:7][C:8](=[O:20])[NH:9][CH2:10][CH2:11][NH:12]C(OC(C)(C)C)=O)[CH:6]=[CH:5][CH:4]=[CH:3][CH:2]=1.[ClH:21].O1CCOCC1. The catalyst is CCOCC. The product is [ClH:21].[NH2:12][CH2:11][CH2:10][NH:9][C:8](=[O:20])[O:7][C:1]1[CH:2]=[CH:3][CH:4]=[CH:5][CH:6]=1. The yield is 1.00. (6) The reactants are [CH3:1][N:2]1[CH2:7][CH2:6][N:5]([C:8]2[CH:13]=[CH:12][C:11]([N+:14]([O-])=O)=[CH:10][CH:9]=2)[CH2:4][CH2:3]1. The catalyst is CO.[Pd]. The product is [CH3:1][N:2]1[CH2:3][CH2:4][N:5]([C:8]2[CH:13]=[CH:12][C:11]([NH2:14])=[CH:10][CH:9]=2)[CH2:6][CH2:7]1. The yield is 0.980. (7) The reactants are C(O[C:6]([N:8]1[CH2:13][CH2:12][CH:11]([C:14]2[C:23]3[C:18](=[CH:19][C:20]([O:24][CH2:25][CH2:26][CH2:27][N:28]4[CH2:33][CH2:32][NH:31][CH2:30][CH2:29]4)=[CH:21][CH:22]=3)[N:17]=[CH:16][N:15]=2)[CH2:10][CH2:9]1)=[O:7])(C)(C)C.CCN(CC)CC.C(Cl)(OCC1C2C(=CC=CC=2)C2C1=CC=CC=2)=O.Cl.[N+](C1C=CC(OC(=O)[NH:71][C:72]2[CH:77]=[CH:76][C:75]([N:78]3[CH2:83][CH2:82][O:81][CH2:80][CH2:79]3)=[CH:74][CH:73]=2)=CC=1)([O-])=O.C(NCC)C. The catalyst is C(Cl)Cl. The product is [N:78]1([C:75]2[CH:74]=[CH:73][C:72]([NH:71][C:6]([N:8]3[CH2:13][CH2:12][CH:11]([C:14]4[C:23]5[C:18](=[CH:19][C:20]([O:24][CH2:25][CH2:26][CH2:27][N:28]6[CH2:33][CH2:32][NH:31][CH2:30][CH2:29]6)=[CH:21][CH:22]=5)[N:17]=[CH:16][N:15]=4)[CH2:10][CH2:9]3)=[O:7])=[CH:77][CH:76]=2)[CH2:79][CH2:80][O:81][CH2:82][CH2:83]1. The yield is 0.100. (8) The reactants are Cl[C:2]1[CH:7]=[CH:6][NH:5][C:4](=[O:8])[C:3]=1[C:9]1[NH:10][C:11]2[C:19]([N:20]=1)=[CH:18][C:17]1[C:16](=[O:21])[N:15]([CH:22]3[CH2:27][CH2:26][N:25]([CH3:28])[CH2:24][CH2:23]3)[C:14](=[O:29])[C:13]=1[CH:12]=2.[NH2:30][CH2:31][C@@H:32]([OH:43])[CH2:33][O:34][C:35]1[CH:40]=[CH:39][C:38]([CH3:41])=[CH:37][C:36]=1[CH3:42].CCN(CC)CC. The catalyst is CCO. The product is [CH3:42][C:36]1[CH:37]=[C:38]([CH3:41])[CH:39]=[CH:40][C:35]=1[O:34][CH2:33][C@H:32]([OH:43])[CH2:31][NH:30][C:2]1[CH:7]=[CH:6][NH:5][C:4](=[O:8])[C:3]=1[C:9]1[NH:10][C:11]2[C:19]([N:20]=1)=[CH:18][C:17]1[C:16](=[O:21])[N:15]([CH:22]3[CH2:27][CH2:26][N:25]([CH3:28])[CH2:24][CH2:23]3)[C:14](=[O:29])[C:13]=1[CH:12]=2. The yield is 0.450. (9) The reactants are [C:1]([O:5][C:6](=[O:41])[C@@H:7]([NH:20][C:21](=[O:40])[NH:22][C@@H:23]([CH2:31][CH2:32][C:33]([O:35][C:36]([CH3:39])([CH3:38])[CH3:37])=[O:34])[C:24]([O:26][C:27]([CH3:30])([CH3:29])[CH3:28])=[O:25])[CH2:8][CH2:9][C:10](ON1C(=O)CCC1=O)=[O:11])([CH3:4])([CH3:3])[CH3:2].[NH2:42][C@@H:43]([CH2:47][CH2:48][CH2:49][CH2:50][N:51]([CH2:78][C:79]1[N:80]([CH2:84][C:85]([N:87]([CH2:96][C:97]([O:99][C:100]([CH3:103])([CH3:102])[CH3:101])=[O:98])[CH2:88][C:89](=[O:95])[O:90][C:91]([CH3:94])([CH3:93])[CH3:92])=[O:86])[CH:81]=[CH:82][N:83]=1)[CH2:52][C:53]1[N:54]([CH2:58][C:59](=[O:77])[N:60]([CH2:69][C:70](=[O:76])[O:71][C:72]([CH3:75])([CH3:74])[CH3:73])[CH2:61][C:62](=[O:68])[O:63][C:64]([CH3:67])([CH3:66])[CH3:65])[CH:55]=[CH:56][N:57]=1)[C:44]([OH:46])=[O:45].CCN(C(C)C)C(C)C. The catalyst is CN(C=O)C. The product is [C:100]([O:99][C:97](=[O:98])[CH2:96][N:87]([CH2:88][C:89](=[O:95])[O:90][C:91]([CH3:94])([CH3:93])[CH3:92])[C:85](=[O:86])[CH2:84][N:80]1[CH:81]=[CH:82][N:83]=[C:79]1[CH2:78][N:51]([CH2:52][C:53]1[N:54]([CH2:58][C:59](=[O:77])[N:60]([CH2:69][C:70](=[O:76])[O:71][C:72]([CH3:75])([CH3:74])[CH3:73])[CH2:61][C:62](=[O:68])[O:63][C:64]([CH3:65])([CH3:67])[CH3:66])[CH:55]=[CH:56][N:57]=1)[CH2:50][CH2:49][CH2:48][CH2:47][C@H:43]([NH:42][C:10](=[O:11])[CH2:9][CH2:8][C@@H:7]([C:6]([O:5][C:1]([CH3:4])([CH3:3])[CH3:2])=[O:41])[NH:20][C:21](=[O:40])[NH:22][C@H:23]([C:24]([O:26][C:27]([CH3:28])([CH3:29])[CH3:30])=[O:25])[CH2:31][CH2:32][C:33](=[O:34])[O:35][C:36]([CH3:39])([CH3:38])[CH3:37])[C:44]([OH:46])=[O:45])([CH3:103])([CH3:102])[CH3:101]. The yield is 0.840. (10) The reactants are C(N(CC)CC)C.[C@H:8]12[CH2:14][C@H:11]([NH:12][CH2:13]1)[CH2:10][N:9]2[CH2:15][C:16]1[N:17]([CH3:42])[C:18]2[C:23]([N:24]=1)=[C:22]([N:25]1[CH2:30][CH2:29][O:28][CH2:27][CH2:26]1)[N:21]=[C:20]([N:31]1[C:35]3[CH:36]=[CH:37][CH:38]=[CH:39][C:34]=3[N:33]=[C:32]1[CH2:40][CH3:41])[N:19]=2.Cl[CH2:44][C:45]([NH2:47])=[O:46]. The catalyst is C(Cl)Cl. The product is [CH2:40]([C:32]1[N:31]([C:20]2[N:19]=[C:18]3[C:23]([N:24]=[C:16]([CH2:15][N:9]4[CH2:10][C@@H:11]5[CH2:14][C@H:8]4[CH2:13][N:12]5[CH2:44][C:45]([NH2:47])=[O:46])[N:17]3[CH3:42])=[C:22]([N:25]3[CH2:30][CH2:29][O:28][CH2:27][CH2:26]3)[N:21]=2)[C:35]2[CH:36]=[CH:37][CH:38]=[CH:39][C:34]=2[N:33]=1)[CH3:41]. The yield is 0.620.